Task: Predict the reaction yield, written as a fraction of the theoretical maximum amount of product (1.0 means a 100% yield; for example, 0.34 means a 34% yield).. Dataset: Reaction yield outcomes from USPTO patents with 853,638 reactions The reactants are [NH:1]1[CH2:6][CH2:5][CH2:4][CH2:3][CH2:2]1.[CH:7](=O)[C:8]1[CH:13]=[CH:12][CH:11]=[CH:10][CH:9]=1.C([Cl:18])(=O)C. No catalyst specified. The product is [Cl-:18].[CH:7](=[N+:1]1[CH2:6][CH2:5][CH2:4][CH2:3][CH2:2]1)[C:8]1[CH:13]=[CH:12][CH:11]=[CH:10][CH:9]=1. The yield is 0.560.